From a dataset of Reaction yield outcomes from USPTO patents with 853,638 reactions. Predict the reaction yield, written as a fraction of the theoretical maximum amount of product (1.0 means a 100% yield; for example, 0.34 means a 34% yield). The reactants are [NH:1]([S:8]([CH2:11][CH2:12][CH2:13][CH2:14][CH2:15][C:16]([O:18]CC)=O)(=[O:10])=[O:9])[C:2]1[CH:7]=[CH:6][CH:5]=[CH:4][CH:3]=1.Cl.[NH2:22][OH:23].C[O-].[Na+]. The catalyst is CO. The product is [NH:1]([S:8]([CH2:11][CH2:12][CH2:13][CH2:14][CH2:15][C:16]([NH:22][OH:23])=[O:18])(=[O:10])=[O:9])[C:2]1[CH:7]=[CH:6][CH:5]=[CH:4][CH:3]=1. The yield is 0.690.